Dataset: Peptide-MHC class II binding affinity with 134,281 pairs from IEDB. Task: Regression. Given a peptide amino acid sequence and an MHC pseudo amino acid sequence, predict their binding affinity value. This is MHC class II binding data. (1) The peptide sequence is KTLGVNMVRRGVRSL. The MHC is HLA-DQA10501-DQB10302 with pseudo-sequence HLA-DQA10501-DQB10302. The binding affinity (normalized) is 0.280. (2) The peptide sequence is AGWLAFFRDLVARGL. The MHC is DRB1_1201 with pseudo-sequence DRB1_1201. The binding affinity (normalized) is 0.465. (3) The peptide sequence is FLDPASIAARGWAAH. The MHC is HLA-DQA10103-DQB10603 with pseudo-sequence HLA-DQA10103-DQB10603. The binding affinity (normalized) is 0.252. (4) The peptide sequence is PKDSDEFIPMKSSWG. The MHC is DRB1_0301 with pseudo-sequence DRB1_0301. The binding affinity (normalized) is 0. (5) The peptide sequence is EPIAAYHFDLSGKAF. The MHC is HLA-DPA10201-DPB11401 with pseudo-sequence HLA-DPA10201-DPB11401. The binding affinity (normalized) is 0.518.